Predict the reactants needed to synthesize the given product. From a dataset of Full USPTO retrosynthesis dataset with 1.9M reactions from patents (1976-2016). (1) Given the product [C:6]([C:5]1[CH:9]=[CH:10][C:2]([NH:1][C:12]2[N:17]=[C:16]([NH:1][C:2]3[CH:10]=[CH:9][C:5]([C:6]([OH:8])=[O:7])=[CH:4][CH:3]=3)[C:15]([F:19])=[CH:14][N:13]=2)=[CH:3][CH:4]=1)([OH:8])=[O:7], predict the reactants needed to synthesize it. The reactants are: [NH2:1][C:2]1[CH:10]=[CH:9][C:5]([C:6]([OH:8])=[O:7])=[CH:4][CH:3]=1.Cl[C:12]1[N:17]=[C:16](Cl)[C:15]([F:19])=[CH:14][N:13]=1. (2) Given the product [CH3:39][O:38][C:36](=[O:37])[CH:28]([O:27][C:26]1[CH:25]=[CH:24][C:23]2[C:18](=[CH:19][CH:20]=[C:21]([CH2:40][NH:41][C:11](=[O:12])[C:10]3[CH:14]=[CH:15][C:7]([CH:1]4[CH2:6][CH2:5][CH2:4][CH2:3][CH2:2]4)=[CH:8][CH:9]=3)[CH:22]=2)[C:17]=1[Br:16])[CH2:29][C:30]1[CH:31]=[CH:32][CH:33]=[CH:34][CH:35]=1, predict the reactants needed to synthesize it. The reactants are: [CH:1]1([C:7]2[CH:15]=[CH:14][C:10]([C:11](Cl)=[O:12])=[CH:9][CH:8]=2)[CH2:6][CH2:5][CH2:4][CH2:3][CH2:2]1.[Br:16][C:17]1[C:26]([O:27][CH:28]([C:36]([O:38][CH3:39])=[O:37])[CH2:29][C:30]2[CH:35]=[CH:34][CH:33]=[CH:32][CH:31]=2)=[CH:25][CH:24]=[C:23]2[C:18]=1[CH:19]=[CH:20][C:21]([CH2:40][NH3+:41])=[CH:22]2.[Cl-].C(N(CC)CC)C. (3) Given the product [F:1][C:2]([F:16])([O:8][C:9]1[CH:14]=[CH:13][CH:12]=[C:11]([F:15])[CH:10]=1)[C:3]([NH2:17])=[O:4], predict the reactants needed to synthesize it. The reactants are: [F:1][C:2]([F:16])([O:8][C:9]1[CH:14]=[CH:13][CH:12]=[C:11]([F:15])[CH:10]=1)[C:3](OCC)=[O:4].[NH3:17]. (4) Given the product [CH3:14][C:2]1[C:1]([C:7]([OH:10])=[O:8])([Na:6])[CH:5]=[CH:4][CH:3]=1, predict the reactants needed to synthesize it. The reactants are: [CH:1]1([Na:6])[CH:5]=[CH:4][CH:3]=[CH:2]1.[C:7](=O)([O:10]C)[O:8]C.O1CCC[CH2:14]1. (5) Given the product [F:1][C:2]1[CH:3]=[C:4]([CH:5]=[C:6]([F:16])[C:7]=1[O:8][C:9]1[CH:14]=[CH:13][CH:12]=[C:11]([F:15])[CH:10]=1)[CH2:17][O:18][C:20]1[CH:36]=[C:24]2[NH:25][CH2:26][CH2:27][CH2:28][N:23]2[C:22](=[O:37])[N:21]=1, predict the reactants needed to synthesize it. The reactants are: [F:1][C:2]1[CH:3]=[C:4]([CH2:17][OH:18])[CH:5]=[C:6]([F:16])[C:7]=1[O:8][C:9]1[CH:14]=[CH:13][CH:12]=[C:11]([F:15])[CH:10]=1.Cl[C:20]1[CH:36]=[C:24]2[N:25](C(OC(C)(C)C)=O)[CH2:26][CH2:27][CH2:28][N:23]2[C:22](=[O:37])[N:21]=1. (6) Given the product [C:1]([N:4]1[C:13]2[C:8](=[CH:9][C:10]([N:33]3[CH:34]=[CH:35][N:36]=[C:32]3[CH3:31])=[CH:11][CH:12]=2)[C@H:7]([NH:23][C:24](=[O:29])[O:25][CH:26]([CH3:27])[CH3:28])[CH2:6][C@@H:5]1[CH3:30])(=[O:3])[CH3:2], predict the reactants needed to synthesize it. The reactants are: [C:1]([N:4]1[C:13]2[C:8](=[CH:9][C:10](B3OC(C)(C)C(C)(C)O3)=[CH:11][CH:12]=2)[C@H:7]([NH:23][C:24](=[O:29])[O:25][CH:26]([CH3:28])[CH3:27])[CH2:6][C@@H:5]1[CH3:30])(=[O:3])[CH3:2].[CH3:31][C:32]1[NH:33][CH:34]=[CH:35][N:36]=1. (7) Given the product [NH:1]1[C:5]2[CH:6]=[CH:7][CH:8]=[CH:9][C:4]=2[N:3]=[C:2]1[CH2:10][NH:11][C:20]([C:21]1[CH:26]=[CH:25][C:24]([O:27][C:28](=[O:37])[N:29]([CH3:36])[C:30]2[CH:31]=[CH:32][CH:33]=[CH:34][CH:35]=2)=[CH:23][CH:22]=1)=[O:19], predict the reactants needed to synthesize it. The reactants are: [NH:1]1[C:5]2[CH:6]=[CH:7][CH:8]=[CH:9][C:4]=2[N:3]=[C:2]1[CH2:10][NH2:11].O=C1CCC(=O)N1[O:19][C:20](=O)[C:21]1[CH:26]=[CH:25][C:24]([O:27][C:28](=[O:37])[N:29]([CH3:36])[C:30]2[CH:35]=[CH:34][CH:33]=[CH:32][CH:31]=2)=[CH:23][CH:22]=1. (8) Given the product [F:1][C:2]1[CH:7]=[CH:6][C:5]([N:8]2[C:16]3[C:11](=[CH:12][C:13]([CH:17]([C:19]4[CH:24]=[CH:23][CH:22]=[CH:21][CH:20]=4)[CH:28]([CH2:29][CH3:30])[C:27]([O:26][CH3:25])=[O:31])=[CH:14][CH:15]=3)[CH:10]=[N:9]2)=[CH:4][CH:3]=1, predict the reactants needed to synthesize it. The reactants are: [F:1][C:2]1[CH:7]=[CH:6][C:5]([N:8]2[C:16]3[C:11](=[CH:12][C:13]([CH:17]([C:19]4[CH:24]=[CH:23][CH:22]=[CH:21][CH:20]=4)O)=[CH:14][CH:15]=3)[CH:10]=[N:9]2)=[CH:4][CH:3]=1.[CH3:25][O:26][C:27]([O:31][Si](C)(C)C)=[CH:28][CH2:29][CH3:30].